Dataset: Reaction yield outcomes from USPTO patents with 853,638 reactions. Task: Predict the reaction yield, written as a fraction of the theoretical maximum amount of product (1.0 means a 100% yield; for example, 0.34 means a 34% yield). The yield is 0.370. The product is [Cl:27][C:4]1[CH:5]=[C:6]([C:8]2[N:13]=[N:12][C:11]([O:14][CH2:15][C:16]3[CH:21]=[CH:20][C:19]([CH:22]=[O:23])=[CH:18][CH:17]=3)=[N:10][CH:9]=2)[CH:7]=[C:2]([Cl:1])[C:3]=1[OH:28]. The catalyst is Cl. The reactants are [Cl:1][C:2]1[CH:7]=[C:6]([C:8]2[N:13]=[N:12][C:11]([O:14][CH2:15][C:16]3[CH:21]=[CH:20][C:19]([CH:22](OC)[O:23]C)=[CH:18][CH:17]=3)=[N:10][CH:9]=2)[CH:5]=[C:4]([Cl:27])[C:3]=1[OH:28].C(O)C.